Dataset: Peptide-MHC class I binding affinity with 185,985 pairs from IEDB/IMGT. Task: Regression. Given a peptide amino acid sequence and an MHC pseudo amino acid sequence, predict their binding affinity value. This is MHC class I binding data. The peptide sequence is KTKDYVNGL. The MHC is HLA-B45:01 with pseudo-sequence HLA-B45:01. The binding affinity (normalized) is 0.